This data is from Full USPTO retrosynthesis dataset with 1.9M reactions from patents (1976-2016). The task is: Predict the reactants needed to synthesize the given product. (1) Given the product [CH3:15][N:5]1[C:4](=[O:14])[CH2:3][C:9]2[CH:10]=[CH:11][CH2:12][CH2:13][C:8]=2[CH2:7][CH2:6]1, predict the reactants needed to synthesize it. The reactants are: [H-].[Na+].[CH2:3]1[C:9]2[CH:10]=[CH:11][CH2:12][CH2:13][C:8]=2[CH2:7][CH2:6][NH:5][C:4]1=[O:14].[CH3:15]I. (2) Given the product [NH2:8][C:9]1[C:10]([C:26]([NH2:28])=[O:27])=[N:11][C:12]([C:16]2[CH:21]=[CH:20][C:19](=[O:22])[N:18]([CH:23]([CH3:25])[CH3:24])[CH:17]=2)=[C:13]([C:34]2[CH:39]=[CH:38][CH:37]=[CH:36][N:35]=2)[N:14]=1, predict the reactants needed to synthesize it. The reactants are: C1(C)C=CC=CC=1.[NH2:8][C:9]1[C:10]([C:26]([NH2:28])=[O:27])=[N:11][C:12]([C:16]2[CH:21]=[CH:20][C:19](=[O:22])[N:18]([CH:23]([CH3:25])[CH3:24])[CH:17]=2)=[C:13](Cl)[N:14]=1.C([Sn](CCCC)(CCCC)[C:34]1[CH:39]=[CH:38][CH:37]=[CH:36][N:35]=1)CCC.O. (3) Given the product [F:1][C:2]1[CH:3]=[C:4]([CH:15]=[C:16]([F:23])[C:17]=1[NH:18][S:19]([CH3:22])(=[O:21])=[O:20])[CH2:5][NH:6][C:7]([C:9]1[S:10][C:11]([C:31]2[CH:32]=[CH:33][C:28]([C:24]([CH3:27])([CH3:26])[CH3:25])=[CH:29][CH:30]=2)=[CH:12][CH:13]=1)=[O:8], predict the reactants needed to synthesize it. The reactants are: [F:1][C:2]1[CH:3]=[C:4]([CH:15]=[C:16]([F:23])[C:17]=1[NH:18][S:19]([CH3:22])(=[O:21])=[O:20])[CH2:5][NH:6][C:7]([C:9]1[S:10][C:11](Br)=[CH:12][CH:13]=1)=[O:8].[C:24]([C:28]1[CH:33]=[CH:32][C:31](B(O)O)=[CH:30][CH:29]=1)([CH3:27])([CH3:26])[CH3:25]. (4) Given the product [F:1][C:2]1[CH:7]=[CH:6][C:5]([C:8]2[CH:13]=[CH:12][C:11]([CH2:14][CH2:15][I:28])=[CH:10][C:9]=2[O:17][CH3:18])=[CH:4][CH:3]=1, predict the reactants needed to synthesize it. The reactants are: [F:1][C:2]1[CH:7]=[CH:6][C:5]([C:8]2[CH:13]=[CH:12][C:11]([CH2:14][CH2:15]O)=[CH:10][C:9]=2[O:17][CH3:18])=[CH:4][CH:3]=1.BrC1C=CC(CC[I:28])=CC=1. (5) Given the product [F:12][C:11]([F:14])([F:13])[C:8]1([C:5]2[CH:6]=[CH:7][C:2]([NH:16][C:15](=[O:22])[O:17][C:18]([CH3:21])([CH3:20])[CH3:19])=[CH:3][CH:4]=2)[CH2:10][CH2:9]1, predict the reactants needed to synthesize it. The reactants are: Br[C:2]1[CH:7]=[CH:6][C:5]([C:8]2([C:11]([F:14])([F:13])[F:12])[CH2:10][CH2:9]2)=[CH:4][CH:3]=1.[C:15](=[O:22])([O:17][C:18]([CH3:21])([CH3:20])[CH3:19])[NH2:16].CC1(C)C2C(=C(P(C3C=CC=CC=3)C3C=CC=CC=3)C=CC=2)OC2C(P(C3C=CC=CC=3)C3C=CC=CC=3)=CC=CC1=2.C(=O)([O-])[O-].[Cs+].[Cs+].